From a dataset of Forward reaction prediction with 1.9M reactions from USPTO patents (1976-2016). Predict the product of the given reaction. (1) Given the reactants [CH3:1][O:2][CH2:3][C@H:4]([CH3:51])[CH2:5][O:6][CH2:7][C:8]1[CH:13]=[CH:12][C:11]([C@@H:14]2[C@@H:19]([O:20][CH2:21][C:22]3[CH:23]=[CH:24][C:25]4[O:30][CH2:29][CH2:28][N:27]([CH2:31][CH2:32][CH2:33][O:34][CH3:35])[C:26]=4[CH:36]=3)[CH2:18][N:17]([S:37]([C:40]3[CH:45]=[CH:44][C:43]([CH3:46])=[CH:42][CH:41]=3)(=[O:39])=[O:38])[C@@H:16]([CH2:47][C:48](O)=[O:49])[CH2:15]2)=[CH:10][CH:9]=1.ClC(N(C)C)=C(C)C.[C:60]([O:64][C:65]([CH3:68])([CH3:67])[CH3:66])(=[O:63])[NH:61][NH2:62].CCN(CC)CC, predict the reaction product. The product is: [C:65]([O:64][C:60]([NH:61][NH:62][C:48](=[O:49])[CH2:47][C@H:16]1[CH2:15][C@H:14]([C:11]2[CH:12]=[CH:13][C:8]([CH2:7][O:6][CH2:5][C@@H:4]([CH3:51])[CH2:3][O:2][CH3:1])=[CH:9][CH:10]=2)[C@@H:19]([O:20][CH2:21][C:22]2[CH:23]=[CH:24][C:25]3[O:30][CH2:29][CH2:28][N:27]([CH2:31][CH2:32][CH2:33][O:34][CH3:35])[C:26]=3[CH:36]=2)[CH2:18][N:17]1[S:37]([C:40]1[CH:45]=[CH:44][C:43]([CH3:46])=[CH:42][CH:41]=1)(=[O:39])=[O:38])=[O:63])([CH3:68])([CH3:67])[CH3:66]. (2) Given the reactants C([O:3][C:4](=[O:36])[CH:5]([C:29]1[CH:30]=[C:31]([CH3:35])[CH:32]=[CH:33][CH:34]=1)[CH2:6][C:7]1[CH:11]=[C:10]([C:12]2[CH:17]=[CH:16][C:15]([NH:18][CH2:19][CH:20]=[CH2:21])=[CH:14][CH:13]=2)[N:9]([C:22]2[CH:27]=[CH:26][C:25]([CH3:28])=[CH:24][CH:23]=2)[N:8]=1)C.CS(O)(=O)=O, predict the reaction product. The product is: [N:18]1[C:15]2[C:16](=[CH:17][C:12]([C:10]3[N:9]([C:22]4[CH:27]=[CH:26][C:25]([CH3:28])=[CH:24][CH:23]=4)[N:8]=[C:7]([CH2:6][CH:5]([C:29]4[CH:30]=[C:31]([CH3:35])[CH:32]=[CH:33][CH:34]=4)[C:4]([OH:3])=[O:36])[CH:11]=3)=[CH:13][CH:14]=2)[CH:21]=[CH:20][CH:19]=1.[NH2:18][C:15]1[CH:16]=[CH:17][C:12]([C:10]2[N:9]([C:22]3[CH:23]=[CH:24][C:25]([CH3:28])=[CH:26][CH:27]=3)[N:8]=[C:7]([CH2:6][CH:5]([C:29]3[CH:30]=[C:31]([CH3:35])[CH:32]=[CH:33][CH:34]=3)[C:4]([OH:36])=[O:3])[CH:11]=2)=[CH:13][CH:14]=1. (3) Given the reactants O=P(Cl)(Cl)[Cl:3].[C:6]([C:10]1[N:15]=[C:14](O)[C:13]([C:17]([O:19][CH2:20][CH3:21])=[O:18])=[CH:12][N:11]=1)([CH3:9])([CH3:8])[CH3:7], predict the reaction product. The product is: [C:6]([C:10]1[N:15]=[C:14]([Cl:3])[C:13]([C:17]([O:19][CH2:20][CH3:21])=[O:18])=[CH:12][N:11]=1)([CH3:9])([CH3:8])[CH3:7]. (4) Given the reactants CC1(C)C(C)(C)OB([C:9]2[CH:17]=[CH:16][CH:15]=[C:14]3[C:10]=2[CH:11]=[CH:12][NH:13]3)O1.Br[C:20]1[CH:21]=[C:22]([F:26])[CH:23]=[CH:24][CH:25]=1.[OH-:27].[Na+], predict the reaction product. The product is: [F:26][C:22]1[CH:21]=[C:20]([C:9]2[CH:17]=[CH:16][CH:15]=[C:14]3[C:10]=2[CH2:11][C:12](=[O:27])[NH:13]3)[CH:25]=[CH:24][CH:23]=1. (5) Given the reactants [N+:1]([C:4]1[CH:5]=[CH:6][C:7]2[CH2:13][CH2:12][C:11](=O)[CH2:10][CH2:9][C:8]=2[CH:15]=1)([O-:3])=[O:2].[CH3:16][N:17]1[CH2:22][CH2:21][NH:20][CH2:19][CH2:18]1, predict the reaction product. The product is: [CH3:16][N:17]1[CH2:22][CH2:21][N:20]([CH:11]2[CH2:10][CH2:9][C:8]3[CH:15]=[C:4]([N+:1]([O-:3])=[O:2])[CH:5]=[CH:6][C:7]=3[CH2:13][CH2:12]2)[CH2:19][CH2:18]1. (6) Given the reactants C(=O)([O-])[O-].[K+].[K+].Cl[CH2:8][CH:9]=[CH:10][CH3:11].[NH:12]1[CH2:17][CH2:16][CH:15]([NH:18][C:19]([C:21]2[CH:22]=[C:23]3[C:27](=[CH:28][CH:29]=2)[NH:26][N:25]=[CH:24]3)=[O:20])[CH2:14][CH2:13]1, predict the reaction product. The product is: [CH2:8]([N:12]1[CH2:17][CH2:16][CH:15]([NH:18][C:19]([C:21]2[CH:22]=[C:23]3[C:27](=[CH:28][CH:29]=2)[NH:26][N:25]=[CH:24]3)=[O:20])[CH2:14][CH2:13]1)[CH:9]=[CH:10][CH3:11]. (7) Given the reactants [Cl:1][C:2]1[C:7]([C:8]2[C:13]([F:14])=[CH:12][C:11](F)=[CH:10][C:9]=2[F:16])=[C:6]([NH:17][CH2:18][C:19]([F:22])([F:21])[F:20])[N:5]2[CH:23]=[CH:24][N:25]=[C:4]2[N:3]=1.[CH3:26][N:27]([CH3:32])[CH2:28][CH2:29][CH2:30][OH:31].[H-].[Na+].[Cl-].[Na+], predict the reaction product. The product is: [Cl:1][C:2]1[C:7]([C:8]2[C:9]([F:16])=[CH:10][C:11]([O:31][CH2:30][CH2:29][CH2:28][N:27]([CH3:32])[CH3:26])=[CH:12][C:13]=2[F:14])=[C:6]([NH:17][CH2:18][C:19]([F:21])([F:20])[F:22])[N:5]2[CH:23]=[CH:24][N:25]=[C:4]2[N:3]=1.